Dataset: Full USPTO retrosynthesis dataset with 1.9M reactions from patents (1976-2016). Task: Predict the reactants needed to synthesize the given product. (1) Given the product [NH:1]1[C:9]2[C:4](=[C:5]([C:10]3[CH:15]=[CH:14][N:13]=[C:12]4[NH:16][C:17]([C:19]5[CH:20]=[C:21]([S:25]([NH2:28])(=[O:27])=[O:26])[CH:22]=[CH:23][CH:24]=5)=[CH:18][C:11]=34)[CH:6]=[CH:7][CH:8]=2)[CH:3]=[CH:2]1, predict the reactants needed to synthesize it. The reactants are: [NH:1]1[C:9]2[C:4](=[C:5]([C:10]3[CH:15]=[CH:14][N:13]=[C:12]4[N:16](S(C5C=CC(C)=CC=5)(=O)=O)[C:17]([C:19]5[CH:20]=[C:21]([S:25]([NH2:28])(=[O:27])=[O:26])[CH:22]=[CH:23][CH:24]=5)=[CH:18][C:11]=34)[CH:6]=[CH:7][CH:8]=2)[CH:3]=[CH:2]1.[OH-].[Na+]. (2) Given the product [Cl:18][C:17]1[C:12]([C:7]2[C:6]([C:4]([OH:5])=[O:3])=[C:10]([CH3:11])[O:9][N:8]=2)=[N:13][CH:14]=[C:15]([Cl:19])[CH:16]=1, predict the reactants needed to synthesize it. The reactants are: C([O:3][C:4]([C:6]1[C:7]([C:12]2[C:17]([Cl:18])=[CH:16][C:15]([Cl:19])=[CH:14][N:13]=2)=[N:8][O:9][C:10]=1[CH3:11])=[O:5])C.[OH-].[Na+].C(O)C.Cl. (3) Given the product [Cl:1][C:2]1[CH:3]=[C:4]([CH:12]([C:13]2[NH:43][C:16]([C:18]3[S:19][C:20]([CH2:23][OH:24])=[CH:21][N:22]=3)=[CH:15][CH:14]=2)[CH2:32][CH:33]2[CH2:34][CH2:35][O:36][CH2:37][CH2:38]2)[CH:5]=[CH:6][C:7]=1[S:8]([CH3:11])(=[O:10])=[O:9], predict the reactants needed to synthesize it. The reactants are: [Cl:1][C:2]1[CH:3]=[C:4]([CH:12]([CH2:32][CH:33]2[CH2:38][CH2:37][O:36][CH2:35][CH2:34]2)[C:13](=O)[CH2:14][CH2:15][C:16]([C:18]2[S:19][C:20]([CH2:23][O:24]C3CCCCO3)=[CH:21][N:22]=2)=O)[CH:5]=[CH:6][C:7]=1[S:8]([CH3:11])(=[O:10])=[O:9].C([O-])(=O)C.[NH4+:43].C(=O)([O-])O.[Na+]. (4) Given the product [F:1][C:2]1[CH:3]=[C:4]([CH:5]=[CH:6][C:7]=1[O:8][C:9]1[CH:10]=[N:11][C:12]([C:15]([F:16])([F:17])[F:18])=[CH:13][CH:14]=1)[CH2:19][O:20][C:34]1[CH:35]=[C:36]2[NH:28][C@@H:29]([CH3:39])[CH2:30][N:31]2[C:32](=[O:38])[N:33]=1, predict the reactants needed to synthesize it. The reactants are: [F:1][C:2]1[CH:3]=[C:4]([CH2:19][OH:20])[CH:5]=[CH:6][C:7]=1[O:8][C:9]1[CH:10]=[N:11][C:12]([C:15]([F:18])([F:17])[F:16])=[CH:13][CH:14]=1.C(OC([N:28]1[C:36]2[N:31]([C:32](=[O:38])[N:33]=[C:34](Cl)[CH:35]=2)[CH2:30][C@@H:29]1[CH3:39])=O)(C)(C)C. (5) Given the product [CH3:19][O:20][C:21]1[N:26]=[C:25]([C:27]2[CH:34]=[CH:33][C:30]([CH:31]([OH:32])[C:36]([F:38])([F:37])[F:35])=[CH:29][CH:28]=2)[CH:24]=[CH:23][CH:22]=1, predict the reactants needed to synthesize it. The reactants are: [F-].C([N+](CCCC)(CCCC)CCCC)CCC.[CH3:19][O:20][C:21]1[N:26]=[C:25]([C:27]2[CH:34]=[CH:33][C:30]([CH:31]=[O:32])=[CH:29][CH:28]=2)[CH:24]=[CH:23][CH:22]=1.[F:35][C:36]([Si](C)(C)C)([F:38])[F:37].Cl. (6) Given the product [CH2:2]1[C@@H:3]2[N:4]([CH2:10][CH2:11][C:7](=[O:9])[CH2:6]2)[CH2:5][CH2:1]1, predict the reactants needed to synthesize it. The reactants are: [CH2:1]1[CH2:5][NH:4][C@H:3]([CH2:6][C:7]([OH:9])=O)[CH2:2]1.[CH2:10](N(CC)CC)[CH3:11].CC(C(Cl)=O)C(Cl)=O.C(=O)([O-])O.[Na+]. (7) Given the product [Cl:83][C:81]1[CH:80]=[CH:79][C:78]([N+:84]([O-:86])=[O:85])=[C:77]([NH:1][C:2]2[N:10]=[C:9]3[C:5]([NH:6][C:7](=[O:17])[N:8]3[CH:11]3[CH2:12][CH2:13][O:14][CH2:15][CH2:16]3)=[C:4]([C:18]3[CH:23]=[CH:22][N:21]=[CH:20][CH:19]=3)[N:3]=2)[CH:82]=1, predict the reactants needed to synthesize it. The reactants are: [NH2:1][C:2]1[N:10]=[C:9]2[C:5]([NH:6][C:7](=[O:17])[N:8]2[CH:11]2[CH2:16][CH2:15][O:14][CH2:13][CH2:12]2)=[C:4]([C:18]2[CH:23]=[CH:22][N:21]=[CH:20][CH:19]=2)[N:3]=1.C(=O)([O-])[O-].[Cs+].[Cs+].C1C=CC(P(C2C(C3C(P(C4C=CC=CC=4)C4C=CC=CC=4)=CC=C4C=3C=CC=C4)=C3C(C=CC=C3)=CC=2)C2C=CC=CC=2)=CC=1.Br[C:77]1[CH:82]=[C:81]([Cl:83])[CH:80]=[CH:79][C:78]=1[N+:84]([O-:86])=[O:85].